This data is from Full USPTO retrosynthesis dataset with 1.9M reactions from patents (1976-2016). The task is: Predict the reactants needed to synthesize the given product. (1) Given the product [CH3:1][C:2]1[CH:7]=[C:6]([CH3:8])[NH:5][C:4](=[O:9])[C:3]=1[CH2:10][NH:11][C:12](=[O:36])[C:13]1[CH:18]=[C:17]([C:19]2[CH:20]=[N:21][C:22]([CH2:25][N:37]3[CH2:42][CH2:41][O:40][CH2:39][CH2:38]3)=[CH:23][CH:24]=2)[CH:16]=[C:15]([N:27]([CH3:34])[CH:28]2[CH2:29][CH2:30][O:31][CH2:32][CH2:33]2)[C:14]=1[CH3:35], predict the reactants needed to synthesize it. The reactants are: [CH3:1][C:2]1[CH:7]=[C:6]([CH3:8])[NH:5][C:4](=[O:9])[C:3]=1[CH2:10][NH:11][C:12](=[O:36])[C:13]1[CH:18]=[C:17]([C:19]2[CH:20]=[N:21][C:22]([CH:25]=O)=[CH:23][CH:24]=2)[CH:16]=[C:15]([N:27]([CH3:34])[CH:28]2[CH2:33][CH2:32][O:31][CH2:30][CH2:29]2)[C:14]=1[CH3:35].[NH:37]1[CH2:42][CH2:41][O:40][CH2:39][CH2:38]1.C(O)(=O)C.C([BH3-])#N.[Na+]. (2) Given the product [C:1]([C:5]1[N:6](/[CH:23]=[CH:24]/[C@H:25]([OH:35])[CH2:26][C@H:27]([OH:34])[CH2:28][C:29]([O:31][CH2:32][CH3:33])=[O:30])[C:7]([C:17]2[CH:22]=[CH:21][N:20]=[CH:19][CH:18]=2)=[C:8]([C:10]2[CH:11]=[CH:12][C:13]([F:16])=[CH:14][CH:15]=2)[N:9]=1)([CH3:3])([CH3:2])[CH3:4], predict the reactants needed to synthesize it. The reactants are: [C:1]([C:5]1[N:6]([CH:23]=[CH:24][CH:25]([OH:35])[CH2:26][C:27](=[O:34])[CH2:28][C:29]([O:31][CH2:32][CH3:33])=[O:30])[C:7]([C:17]2[CH:22]=[CH:21][N:20]=[CH:19][CH:18]=2)=[C:8]([C:10]2[CH:15]=[CH:14][C:13]([F:16])=[CH:12][CH:11]=2)[N:9]=1)([CH3:4])([CH3:3])[CH3:2].C(B(CC)OC)C.[BH4-].[Na+]. (3) The reactants are: [CH3:1][N:2]([CH3:10])[C:3]1[CH:4]=[C:5]([OH:9])[CH:6]=[CH:7][CH:8]=1.[ClH:11]. Given the product [Cl-:11].[OH:9][C:5]1[CH:4]=[C:3]([CH:8]=[CH:7][CH:6]=1)[NH+:2]([CH3:10])[CH3:1], predict the reactants needed to synthesize it. (4) Given the product [CH:1]1([N:7]2[C:16]3[C:11](=[CH:12][N:13]=[C:14]4[NH:19][CH:18]=[CH:17][C:15]4=3)[CH2:10][CH2:9][CH2:8]2)[CH2:2][CH2:3][CH2:4][CH2:5][CH2:6]1, predict the reactants needed to synthesize it. The reactants are: [CH:1]1([N:7]2[C:16]3[C:11](=[CH:12][N:13]=[C:14]4[N:19](S(C5C=CC(C)=CC=5)(=O)=O)[CH:18]=[CH:17][C:15]4=3)[CH2:10][CH2:9][CH2:8]2)[CH2:6][CH2:5][CH2:4][CH2:3][CH2:2]1.[OH-].[Na+].CCOC(C)=O.O. (5) Given the product [CH:2]1([NH:7][C:8]2[N:10]=[C:35]([C:34]3[C:22]([C:19]4[CH:18]=[CH:17][C:16]([F:15])=[CH:21][CH:20]=4)=[N:23][N:24]4[CH:29]=[C:28]([C:30]([F:32])([F:31])[F:33])[CH:27]=[CH:26][C:25]=34)[CH:36]=[CH:37][N:9]=2)[CH2:6][CH2:5][CH2:4][CH2:3]1, predict the reactants needed to synthesize it. The reactants are: Cl.[CH:2]1([NH:7][C:8]([NH2:10])=[NH:9])[CH2:6][CH2:5][CH2:4][CH2:3]1.[O-]CC.[Na+].[F:15][C:16]1[CH:21]=[CH:20][C:19]([C:22]2[C:34]([C:35](=O)[C:36]#[CH:37])=[C:25]3[CH:26]=[CH:27][C:28]([C:30]([F:33])([F:32])[F:31])=[CH:29][N:24]3[N:23]=2)=[CH:18][CH:17]=1.